Task: Predict the reactants needed to synthesize the given product.. Dataset: Full USPTO retrosynthesis dataset with 1.9M reactions from patents (1976-2016) (1) Given the product [CH3:28][O:27][P:25]([O-:31])([O:29][CH3:30])=[O:26].[CH2:8]([N+:20]1[CH:24]=[CH:23][N:22]([CH3:1])[CH:21]=1)[CH2:9][CH2:10][CH2:11][CH2:12][CH2:13][CH2:14][CH2:15][CH2:16][CH2:17][CH2:18][CH3:19], predict the reactants needed to synthesize it. The reactants are: [CH2:1](N1C=CN=C1)C.[CH2:8]([N:20]1[CH:24]=[CH:23][N:22]=[CH:21]1)[CH2:9][CH2:10][CH2:11][CH2:12][CH2:13][CH2:14][CH2:15][CH2:16][CH2:17][CH2:18][CH3:19].[P:25]([O:31]C)([O:29][CH3:30])([O:27][CH3:28])=[O:26]. (2) Given the product [F:8][C:7]1[CH:6]=[CH:5][CH:4]=[C:3]([C:9]2[N:13]=[C:12]([CH3:14])[O:11][N:10]=2)[C:2]=1[O:33][C:30]1[CH:31]=[C:32]2[C:27](=[CH:28][CH:29]=1)[N:26]=[CH:25][N:24]=[C:23]2[NH:15][C:16]1[S:20][N:19]=[C:18]([CH3:21])[N:17]=1, predict the reactants needed to synthesize it. The reactants are: F[C:2]1[C:7]([F:8])=[CH:6][CH:5]=[CH:4][C:3]=1[C:9]1[N:13]=[C:12]([CH3:14])[O:11][N:10]=1.[NH2:15][C:16]1[S:20][N:19]=[C:18]([CH3:21])[N:17]=1.Cl[C:23]1[C:32]2[C:27](=[CH:28][CH:29]=[C:30]([OH:33])[CH:31]=2)[N:26]=[CH:25][N:24]=1. (3) Given the product [Br:1][C:2]1[CH:26]=[N:25][C:5]2=[N:6][C:7]([N:11]3[CH2:14][C:13]([N:16]([CH3:24])[C:17](=[O:23])[O:18][C:19]([CH3:22])([CH3:21])[CH3:20])([CH3:15])[CH2:12]3)=[C:8]([NH:28][NH2:29])[N:9]=[C:4]2[CH:3]=1, predict the reactants needed to synthesize it. The reactants are: [Br:1][C:2]1[CH:26]=[N:25][C:5]2=[N:6][C:7]([N:11]3[CH2:14][C:13]([N:16]([CH3:24])[C:17](=[O:23])[O:18][C:19]([CH3:22])([CH3:21])[CH3:20])([CH3:15])[CH2:12]3)=[C:8](Cl)[N:9]=[C:4]2[CH:3]=1.O.[NH2:28][NH2:29]. (4) Given the product [C:37]1([S:34]([N:27]2[C:28]3=[N:29][CH:30]=[CH:31][CH:32]=[C:33]3[C:25]([C:22]3[CH:23]=[C:24]4[C:19](=[CH:20][CH:21]=3)[C:18](=[O:43])[NH:17][N:16]=[C:15]4[CH2:14][CH:11]3[CH2:12][CH2:13][NH:8][CH2:9][CH2:10]3)=[CH:26]2)(=[O:35])=[O:36])[CH:38]=[CH:39][CH:40]=[CH:41][CH:42]=1, predict the reactants needed to synthesize it. The reactants are: C(OC([N:8]1[CH2:13][CH2:12][CH:11]([CH2:14][C:15]2[C:24]3[C:19](=[CH:20][CH:21]=[C:22]([C:25]4[C:33]5[C:28](=[N:29][CH:30]=[CH:31][CH:32]=5)[N:27]([S:34]([C:37]5[CH:42]=[CH:41][CH:40]=[CH:39][CH:38]=5)(=[O:36])=[O:35])[CH:26]=4)[CH:23]=3)[C:18](=[O:43])[NH:17][N:16]=2)[CH2:10][CH2:9]1)=O)(C)(C)C.FC(F)(F)C(O)=O.C(#N)C. (5) Given the product [Cl:1][C:2]1[CH:7]=[CH:6][C:5]([C:8]2[CH:9]=[C:10]3[C:14](=[C:15]([C:17]([NH2:19])=[O:18])[CH:16]=2)[NH:13][CH:12]=[C:11]3[C:30]2[CH2:31][CH2:32][N:27]([CH2:26][C:20]3[CH:25]=[CH:24][CH:23]=[CH:22][CH:21]=3)[CH2:28][CH:29]=2)=[CH:4][CH:3]=1, predict the reactants needed to synthesize it. The reactants are: [Cl:1][C:2]1[CH:7]=[CH:6][C:5]([C:8]2[CH:9]=[C:10]3[C:14](=[C:15]([C:17]([NH2:19])=[O:18])[CH:16]=2)[NH:13][CH:12]=[CH:11]3)=[CH:4][CH:3]=1.[C:20]1([CH2:26][N:27]2[CH2:32][CH2:31][C:30](=O)[CH2:29][CH2:28]2)[CH:25]=[CH:24][CH:23]=[CH:22][CH:21]=1.C[O-].[Na+]. (6) Given the product [OH:2][C:3]1[CH:4]=[C:5]2[C:10](=[CH:11][CH:12]=1)[CH2:9][CH:8]([C:13]1([CH3:19])[CH2:17][O:16][C:15](=[O:18])[NH:14]1)[CH2:7][CH2:6]2, predict the reactants needed to synthesize it. The reactants are: C[O:2][C:3]1[CH:4]=[C:5]2[C:10](=[CH:11][CH:12]=1)[CH2:9][CH:8]([C:13]1([CH3:19])[CH2:17][O:16][C:15](=[O:18])[NH:14]1)[CH2:7][CH2:6]2.B(Br)(Br)Br.